Dataset: Forward reaction prediction with 1.9M reactions from USPTO patents (1976-2016). Task: Predict the product of the given reaction. (1) Given the reactants [CH2:1]([O:3][C:4]1[N:8]([C:9]2[C:17]3[O:16][CH2:15][C@H:14]([N:18](C(=O)C(F)(F)F)[C:19]4[CH:32]=[CH:31][C:22]5[C@H:23]([CH2:26][C:27]([O:29]C)=[O:28])[CH2:24][O:25][C:21]=5[CH:20]=4)[C:13]=3[CH:12]=[CH:11][CH:10]=2)[C:7]2[CH:39]=[C:40]([F:43])[CH:41]=[CH:42][C:6]=2[N:5]=1)[CH3:2].[OH-].[Na+].Cl, predict the reaction product. The product is: [CH2:1]([O:3][C:4]1[N:8]([C:9]2[C:17]3[O:16][CH2:15][C@H:14]([NH:18][C:19]4[CH:32]=[CH:31][C:22]5[C@H:23]([CH2:26][C:27]([OH:29])=[O:28])[CH2:24][O:25][C:21]=5[CH:20]=4)[C:13]=3[CH:12]=[CH:11][CH:10]=2)[C:7]2[CH:39]=[C:40]([F:43])[CH:41]=[CH:42][C:6]=2[N:5]=1)[CH3:2]. (2) The product is: [CH3:18][N:19]1[C:5]2[C:4](=[O:3])[CH2:9][CH2:8][CH2:7][C:6]=2[C:10]([C:11]([O:13][CH2:14][CH3:15])=[O:12])=[N:20]1. Given the reactants C([O:3][C:4]1[C:5](=O)[CH:6]([C:10](=O)[C:11]([O:13][CH2:14][CH3:15])=[O:12])[CH2:7][CH2:8][CH:9]=1)C.[CH3:18][NH:19][NH2:20], predict the reaction product.